This data is from Peptide-MHC class II binding affinity with 134,281 pairs from IEDB. The task is: Regression. Given a peptide amino acid sequence and an MHC pseudo amino acid sequence, predict their binding affinity value. This is MHC class II binding data. The peptide sequence is QAAVVRFQEAANKQK. The MHC is DRB1_1302 with pseudo-sequence DRB1_1302. The binding affinity (normalized) is 0.359.